Dataset: Human Reference Interactome with 51,813 positive PPI pairs across 8,248 proteins, plus equal number of experimentally-validated negative pairs. Task: Binary Classification. Given two protein amino acid sequences, predict whether they physically interact or not. Protein 1 (ENSG00000139726) has sequence MAADISESSGADCKGDPRNSAKLDADYPLRVLYCGVCSLPTEYCEYMPDVAKCRQWLEKNFPNEFAKLTVENSPKQEAGISEGQGTAGEEEEKKKQKRGGRGQIKQKKKTVPQKVTIAKIPRAKKKYVTRVCGLATFEIDLKEAQRFFAQKFSCGASVTGEDEIIIQGDFTDDIIDVIQEKWPEVDDDSIEDLGEVKK*MAADISESSGADCKGDPRNSAKLDADYPLRVLYCGVCSLPTEYCEYMPDVAKCRQWLEKNFPNEFAKLTVENSPKQEAGISEGQGTAGEEEEKKKQKRGGR.... Protein 2 (ENSG00000109881) has sequence MWAAGRWGPTFPSSYAGFSADCRPRSRPSSDSCSVPMTGARGQGLEVVRSPSPPLPLSCSNSTRSLLSPLGHQSFQFDEDDGDGEDEEDVDDEEDVDEDAHDSEAKVASLRGMELQGCASTQVESENNQEEQKQVRLPESRLTPWEVWFIGKEKEERDRLQLKALEELNQQLEKRKEMEEREKRKIIAEEKHKEWVQKKNEQVRRGKWIHTLTSLLQNISSYYTSLPRF*MWAAGRWGPTFPSSYAGFSADCRPRSRPSSDSCSVPMTGARGQGLEVVRSPSPPLPLSCSNSTRSLLSPL.... Result: 0 (the proteins do not interact).